This data is from Reaction yield outcomes from USPTO patents with 853,638 reactions. The task is: Predict the reaction yield, written as a fraction of the theoretical maximum amount of product (1.0 means a 100% yield; for example, 0.34 means a 34% yield). The reactants are [F:1][C:2]1[CH:19]=[C:18](I)[CH:17]=[CH:16][C:3]=1[NH:4][C:5]1[C:6]([C:13]([NH2:15])=[O:14])=[CH:7][N:8]([CH3:12])[C:9](=[O:11])[CH:10]=1.[Si:21]([C:25]#[CH:26])([CH3:24])([CH3:23])[CH3:22]. The catalyst is C1COCC1.CN(C=O)C.[Cu]I.Cl[Pd](Cl)([P](C1C=CC=CC=1)(C1C=CC=CC=1)C1C=CC=CC=1)[P](C1C=CC=CC=1)(C1C=CC=CC=1)C1C=CC=CC=1. The product is [F:1][C:2]1[CH:19]=[C:18]([C:26]#[C:25][Si:21]([CH3:24])([CH3:23])[CH3:22])[CH:17]=[CH:16][C:3]=1[NH:4][C:5]1[C:6]([C:13]([NH2:15])=[O:14])=[CH:7][N:8]([CH3:12])[C:9](=[O:11])[CH:10]=1. The yield is 1.00.